From a dataset of M1 muscarinic receptor antagonist screen with 61,756 compounds. Binary Classification. Given a drug SMILES string, predict its activity (active/inactive) in a high-throughput screening assay against a specified biological target. The compound is S(C(CC)C(=O)Nc1c(OC)cccc1)c1n(c(=O)c2c(n1)cc1OCOc1c2)Cc1occc1. The result is 0 (inactive).